This data is from Peptide-MHC class II binding affinity with 134,281 pairs from IEDB. The task is: Regression. Given a peptide amino acid sequence and an MHC pseudo amino acid sequence, predict their binding affinity value. This is MHC class II binding data. (1) The peptide sequence is EVQKVSQPATGAATV. The binding affinity (normalized) is 0.280. The MHC is HLA-DPA10201-DPB10101 with pseudo-sequence HLA-DPA10201-DPB10101. (2) The peptide sequence is GLDVVDAVSNALIKS. The MHC is HLA-DQA10501-DQB10301 with pseudo-sequence HLA-DQA10501-DQB10301. The binding affinity (normalized) is 0.172. (3) The peptide sequence is YNTDGSTDYGILQINSR. The binding affinity (normalized) is 0.134. The MHC is HLA-DQA10102-DQB10602 with pseudo-sequence HLA-DQA10102-DQB10602.